Dataset: TCR-epitope binding with 47,182 pairs between 192 epitopes and 23,139 TCRs. Task: Binary Classification. Given a T-cell receptor sequence (or CDR3 region) and an epitope sequence, predict whether binding occurs between them. (1) The epitope is LLWNGPMAV. The TCR CDR3 sequence is CSVGEGLAYEQYF. Result: 1 (the TCR binds to the epitope). (2) The epitope is IIKDYGKQM. The TCR CDR3 sequence is CASSVDKGGVDEQFF. Result: 1 (the TCR binds to the epitope).